Dataset: Catalyst prediction with 721,799 reactions and 888 catalyst types from USPTO. Task: Predict which catalyst facilitates the given reaction. (1) Reactant: C(OC([NH:8][C@@H:9]([CH2:17][CH2:18][NH:19][C:20]1[S:21][C:22]([CH:25]=[O:26])=[CH:23][N:24]=1)[C:10]([O:12]C(C)(C)C)=[O:11])=O)(C)(C)C.FC(F)(F)C(O)=O. Product: [NH2:8][C@@H:9]([CH2:17][CH2:18][NH:19][C:20]1[S:21][C:22]([CH:25]=[O:26])=[CH:23][N:24]=1)[C:10]([OH:12])=[O:11]. The catalyst class is: 2. (2) Reactant: [N:1]([C@@H:4]([CH2:22][C@H:23]([CH2:27][C:28]1[CH:33]=[CH:32][C:31]([O:34][CH3:35])=[C:30]([O:36][CH2:37][CH2:38][CH2:39][O:40][CH3:41])[CH:29]=1)[CH:24]([CH3:26])[CH3:25])[C@@H:5]([O:14][Si:15]([C:18]([CH3:21])([CH3:20])[CH3:19])([CH3:17])[CH3:16])[CH2:6][C@@H:7]([CH:11]([CH3:13])[CH3:12])[C:8]([OH:10])=O)=[N+:2]=[N-:3].CN(C(ON1N=NC2C=CC=CC1=2)=[N+](C)C)C.F[P-](F)(F)(F)(F)F.Cl.[CH3:67][N:68]1[CH2:72][CH2:71][C@@H:70]([NH2:73])[CH2:69]1.CCN(CC)CC. Product: [CH3:67][N:68]1[CH2:72][CH2:71][C@@H:70]([NH:73][C:8](=[O:10])[C@H:7]([CH:11]([CH3:12])[CH3:13])[CH2:6][C@H:5]([O:14][Si:15]([C:18]([CH3:19])([CH3:20])[CH3:21])([CH3:16])[CH3:17])[C@@H:4]([N:1]=[N+:2]=[N-:3])[CH2:22][C@H:23]([CH2:27][C:28]2[CH:33]=[CH:32][C:31]([O:34][CH3:35])=[C:30]([O:36][CH2:37][CH2:38][CH2:39][O:40][CH3:41])[CH:29]=2)[CH:24]([CH3:26])[CH3:25])[CH2:69]1. The catalyst class is: 210. (3) Reactant: [C:1]1([CH3:10])[CH:6]=[CH:5][C:4]([S:7]([NH2:9])=[O:8])=[CH:3][CH:2]=1.[CH:11](=O)[CH2:12][CH:13]([CH3:15])[CH3:14]. Product: [CH3:10][C:1]1[CH:6]=[CH:5][C:4]([S:7](/[N:9]=[CH:11]/[CH2:12][CH:13]([CH3:15])[CH3:14])=[O:8])=[CH:3][CH:2]=1. The catalyst class is: 2.